Dataset: Full USPTO retrosynthesis dataset with 1.9M reactions from patents (1976-2016). Task: Predict the reactants needed to synthesize the given product. (1) Given the product [C:1]([O:5][CH2:6][CH:7]([CH2:12][CH3:13])[CH2:8][CH2:9][CH2:10][CH3:11])(=[O:4])[CH:2]=[CH2:3].[C:14]([O:18][C:19]([CH3:22])([CH3:21])[CH3:20])(=[O:17])[CH:15]=[CH2:16], predict the reactants needed to synthesize it. The reactants are: [C:1]([O:5][CH2:6][CH:7]([CH2:12][CH3:13])[CH2:8][CH2:9][CH2:10][CH3:11])(=[O:4])[CH:2]=[CH2:3].[C:14]([O:18][C:19]([CH3:22])([CH3:21])[CH3:20])(=[O:17])[CH:15]=[CH2:16].O1CCOCC1.Cl. (2) Given the product [NH2:57][C:24]([C:16]1[CH:17]=[N:18][C:19]2[C:14]([C:15]=1[NH:29][C:30]1[CH:35]=[CH:34][CH:33]=[C:32]([CH2:36][OH:37])[C:31]=1[CH2:45][CH3:46])=[CH:13][C:12]([NH:11][CH2:10][CH2:9][NH:8][C:6](=[O:7])[O:5][C:1]([CH3:4])([CH3:3])[CH3:2])=[C:21]([O:22][CH3:23])[CH:20]=2)=[O:25], predict the reactants needed to synthesize it. The reactants are: [C:1]([O:5][C:6]([NH:8][CH2:9][CH2:10][NH:11][C:12]1[CH:13]=[C:14]2[C:19](=[CH:20][C:21]=1[O:22][CH3:23])[N:18]=[CH:17][C:16]([C:24](OCC)=[O:25])=[C:15]2[NH:29][C:30]1[CH:35]=[CH:34][CH:33]=[C:32]([CH2:36][O:37][Si](C(C)(C)C)(C)C)[C:31]=1[CH2:45][CH3:46])=[O:7])([CH3:4])([CH3:3])[CH3:2].[C-]#N.[K+].N.O.[F-].C([N+:57](CCCC)(CCCC)CCCC)CCC.